This data is from Full USPTO retrosynthesis dataset with 1.9M reactions from patents (1976-2016). The task is: Predict the reactants needed to synthesize the given product. Given the product [CH2:21]([O:20][C@@H:5]([CH2:6][C:7]1[CH:8]=[CH:9][C:10]([O:13][C:14]([C:17](=[O:19])[NH:29][CH2:28][C:27]2[CH:30]=[C:31]([C:33]([F:34])([F:35])[F:36])[CH:32]=[C:25]([F:24])[CH:26]=2)([CH3:15])[CH3:16])=[CH:11][CH:12]=1)[C:4]([OH:3])=[O:23])[CH3:22], predict the reactants needed to synthesize it. The reactants are: C([O:3][C:4](=[O:23])[C@@H:5]([O:20][CH2:21][CH3:22])[CH2:6][C:7]1[CH:12]=[CH:11][C:10]([O:13][C:14]([C:17]([OH:19])=O)([CH3:16])[CH3:15])=[CH:9][CH:8]=1)C.[F:24][C:25]1[CH:26]=[C:27]([CH:30]=[C:31]([C:33]([F:36])([F:35])[F:34])[CH:32]=1)[CH2:28][NH2:29].C(O[C@@H](CC1C=CC(O[C@@H](C(=O)NCCC2C=CC(OC3C=CC=CC=3)=CC=2)C)=CC=1)C(O)=O)C.